Dataset: Merck oncology drug combination screen with 23,052 pairs across 39 cell lines. Task: Regression. Given two drug SMILES strings and cell line genomic features, predict the synergy score measuring deviation from expected non-interaction effect. (1) Cell line: NCIH460. Synergy scores: synergy=-1.64. Drug 1: COc1cccc2c1C(=O)c1c(O)c3c(c(O)c1C2=O)CC(O)(C(=O)CO)CC3OC1CC(N)C(O)C(C)O1. Drug 2: CNC(=O)c1cc(Oc2ccc(NC(=O)Nc3ccc(Cl)c(C(F)(F)F)c3)cc2)ccn1. (2) Drug 1: N#Cc1ccc(Cn2cncc2CN2CCN(c3cccc(Cl)c3)C(=O)C2)cc1. Drug 2: NC1CCCCC1N.O=C(O)C(=O)O.[Pt+2]. Cell line: NCIH23. Synergy scores: synergy=-0.428.